From a dataset of Reaction yield outcomes from USPTO patents with 853,638 reactions. Predict the reaction yield, written as a fraction of the theoretical maximum amount of product (1.0 means a 100% yield; for example, 0.34 means a 34% yield). (1) The reactants are [CH3:1][O:2][C:3]1[CH:4]=[C:5]2[C:9](=[CH:10][C:11]=1[O:12][CH3:13])[C:8](=[O:14])[CH2:7][CH2:6]2.[CH2:15]([N:22]1[CH2:27][CH2:26][CH:25]([CH:28]=O)[CH2:24][CH2:23]1)[C:16]1[CH:21]=[CH:20][CH:19]=[CH:18][CH:17]=1.[OH-].[K+]. The catalyst is [Cl-].C([N+](CC)(CC)CC)C1C=CC=CC=1.C1(C)C=CC=CC=1.O. The product is [CH2:15]([N:22]1[CH2:27][CH2:26][CH:25]([CH:28]=[C:7]2[CH2:6][C:5]3[C:9](=[CH:10][C:11]([O:12][CH3:13])=[C:3]([O:2][CH3:1])[CH:4]=3)[C:8]2=[O:14])[CH2:24][CH2:23]1)[C:16]1[CH:21]=[CH:20][CH:19]=[CH:18][CH:17]=1. The yield is 0.934. (2) The reactants are O[CH2:2][C:3]1[S:7][C:6]([C:8]2[NH:9][C:10]3[C:15]([CH:16]=2)=[C:14]([CH3:17])[CH:13]=[CH:12][C:11]=3[N:18]([CH3:27])[S:19]([C:22]2[S:23][CH:24]=[CH:25][CH:26]=2)(=[O:21])=[O:20])=[N:5][CH:4]=1.S(Cl)([Cl:30])=O. The catalyst is O1CCCC1.CN(C)C=O.C(OCC)(=O)C. The product is [Cl:30][CH2:2][C:3]1[S:7][C:6]([C:8]2[NH:9][C:10]3[C:15]([CH:16]=2)=[C:14]([CH3:17])[CH:13]=[CH:12][C:11]=3[N:18]([CH3:27])[S:19]([C:22]2[S:23][CH:24]=[CH:25][CH:26]=2)(=[O:21])=[O:20])=[N:5][CH:4]=1. The yield is 0.740. (3) The reactants are [F:1][C:2]1[CH:27]=[C:26]([F:28])[CH:25]=[CH:24][C:3]=1[CH2:4][N:5]([CH2:16][C:17]1[CH:22]=[CH:21][C:20]([OH:23])=[CH:19][CH:18]=1)[C:6]1[CH:11]=[CH:10][CH:9]=[C:8]([N+:12]([O-:14])=[O:13])[C:7]=1[CH3:15].[Br:29][C:30]1[CH:35]=[CH:34][C:33](B(O)O)=[CH:32][CH:31]=1.C(N(CC)CC)C. The catalyst is C(Cl)Cl.CC([O-])=O.CC([O-])=O.[Cu+2]. The product is [Br:29][C:30]1[CH:35]=[CH:34][C:33]([O:23][C:20]2[CH:21]=[CH:22][C:17]([CH2:16][N:5]([CH2:4][C:3]3[CH:24]=[CH:25][C:26]([F:28])=[CH:27][C:2]=3[F:1])[C:6]3[CH:11]=[CH:10][CH:9]=[C:8]([N+:12]([O-:14])=[O:13])[C:7]=3[CH3:15])=[CH:18][CH:19]=2)=[CH:32][CH:31]=1. The yield is 0.620. (4) The reactants are [F:1][C:2]([F:44])([F:43])[C:3]1[CH:4]=[C:5]([C:13]([CH3:42])([CH3:41])[C:14]([N:16]([CH3:40])[C:17]2[C:18]([C:32]3[CH:37]=[CH:36][C:35]([F:38])=[CH:34][C:33]=3[CH3:39])=[CH:19][C:20]([C@H:23]3[NH:27][C@@H:26]([C:28]([O:30][CH3:31])=[O:29])[CH2:25][CH2:24]3)=[N:21][CH:22]=2)=[O:15])[CH:6]=[C:7]([C:9]([F:12])([F:11])[F:10])[CH:8]=1.[C:45](O[C:45]([O:47][C:48]([CH3:51])([CH3:50])[CH3:49])=[O:46])([O:47][C:48]([CH3:51])([CH3:50])[CH3:49])=[O:46]. The catalyst is ClCCl. The product is [F:44][C:2]([F:1])([F:43])[C:3]1[CH:4]=[C:5]([C:13]([CH3:41])([CH3:42])[C:14]([N:16]([CH3:40])[C:17]2[C:18]([C:32]3[CH:37]=[CH:36][C:35]([F:38])=[CH:34][C:33]=3[CH3:39])=[CH:19][C:20]([C@H:23]3[N:27]([C:45]([O:47][C:48]([CH3:51])([CH3:50])[CH3:49])=[O:46])[C@@H:26]([C:28]([O:30][CH3:31])=[O:29])[CH2:25][CH2:24]3)=[N:21][CH:22]=2)=[O:15])[CH:6]=[C:7]([C:9]([F:11])([F:12])[F:10])[CH:8]=1. The yield is 0.631. (5) The reactants are [F:1][C:2]([F:18])([F:17])[C:3]1[S:7][C:6]([CH2:8][NH:9][C:10]([NH:12][C:13]([S:15][CH3:16])=[NH:14])=[O:11])=[CH:5][CH:4]=1.[CH:19](OCC)(OCC)OCC. The catalyst is C(O)C. The product is [CH3:16][S:15][C:13]1[N:14]=[CH:19][N:9]([CH2:8][C:6]2[S:7][C:3]([C:2]([F:1])([F:17])[F:18])=[CH:4][CH:5]=2)[C:10](=[O:11])[N:12]=1. The yield is 0.610. (6) The reactants are [C:1]([C:5]1[CH:6]=[C:7]([NH:19][C:20]([NH:22][C:23]2[CH:28]=[CH:27][C:26]([O:29][C:30]3[CH:35]=[CH:34][N:33]=[CH:32][CH:31]=3)=[CH:25][CH:24]=2)=[O:21])[N:8]([C:10]2[CH:15]=[CH:14][C:13]([N+:16]([O-])=O)=[CH:12][CH:11]=2)[N:9]=1)([CH3:4])([CH3:3])[CH3:2].[H][H]. The catalyst is CCO.[Pd]. The product is [NH2:16][C:13]1[CH:14]=[CH:15][C:10]([N:8]2[C:7]([NH:19][C:20]([NH:22][C:23]3[CH:28]=[CH:27][C:26]([O:29][C:30]4[CH:31]=[CH:32][N:33]=[CH:34][CH:35]=4)=[CH:25][CH:24]=3)=[O:21])=[CH:6][C:5]([C:1]([CH3:4])([CH3:3])[CH3:2])=[N:9]2)=[CH:11][CH:12]=1. The yield is 0.770. (7) The yield is 0.670. The product is [NH2:35][C:32]1[N:31]=[CH:30][C:29]([C:28]#[C:27][C:23]2[CH:22]=[C:21]([NH:20][C:10]([NH:9][C:7]3[N:6]([CH3:19])[N:5]=[C:4]([CH:1]4[CH2:2][CH2:3]4)[CH:8]=3)=[O:18])[CH:26]=[CH:25][CH:24]=2)=[CH:34][N:33]=1. The reactants are [CH:1]1([C:4]2[CH:8]=[C:7]([NH:9][C:10](=[O:18])OC3C=CC=CC=3)[N:6]([CH3:19])[N:5]=2)[CH2:3][CH2:2]1.[NH2:20][C:21]1[CH:22]=[C:23]([C:27]#[C:28][C:29]2[CH:30]=[N:31][C:32]([NH2:35])=[N:33][CH:34]=2)[CH:24]=[CH:25][CH:26]=1.C(N(CC)CC)C. The catalyst is C1COCC1. (8) The reactants are Br[C:2]1[S:6][C:5]([NH:7][C:8]([NH:10][C:11]2[CH:16]=[CH:15][C:14]([CH3:17])=[CH:13][C:12]=2[C:18]([CH:20]2[CH2:24][CH2:23][CH2:22][CH2:21]2)=[O:19])=[O:9])=[N:4][CH:3]=1.[SH:25][C:26]1[CH:31]=[CH:30][N:29]=[CH:28][CH:27]=1. No catalyst specified. The product is [CH:20]1([C:18]([C:12]2[CH:13]=[C:14]([CH3:17])[CH:15]=[CH:16][C:11]=2[NH:10][C:8]([NH:7][C:5]2[S:6][C:2]([S:25][C:26]3[CH:31]=[CH:30][N:29]=[CH:28][CH:27]=3)=[CH:3][N:4]=2)=[O:9])=[O:19])[CH2:24][CH2:23][CH2:22][CH2:21]1. The yield is 0.250. (9) The reactants are [ClH:1].Cl.[C:3]1([NH2:11])[C:4]([NH2:10])=[CH:5][C:6]([NH2:9])=[CH:7][CH:8]=1.[OH:12][C:13]1[CH:14]=[C:15]([C:20]([C:22]([C:24]2[CH:29]=[CH:28][C:27]([OH:30])=[C:26]([OH:31])[CH:25]=2)=O)=O)[CH:16]=[CH:17][C:18]=1[OH:19].C(OCC)C. The catalyst is CO. The product is [ClH:1].[ClH:1].[OH:12][C:13]1[CH:14]=[C:15]([C:20]2[C:22]([C:24]3[CH:29]=[CH:28][C:27]([OH:30])=[C:26]([OH:31])[CH:25]=3)=[N:10][C:4]3[C:3](=[CH:8][CH:7]=[C:6]([NH2:9])[CH:5]=3)[N:11]=2)[CH:16]=[CH:17][C:18]=1[OH:19]. The yield is 0.847.